Task: Predict the reactants needed to synthesize the given product.. Dataset: Full USPTO retrosynthesis dataset with 1.9M reactions from patents (1976-2016) (1) Given the product [Cl:35][C:36]1[CH:41]=[C:40]([CH:39]=[CH:38][CH:37]=1)[O:1][CH2:2][C@@H:3]1[N:7]([CH3:8])[C:6](=[O:9])[CH2:5][C@@H:4]1[C:10]1[CH:15]=[CH:14][CH:13]=[CH:12][CH:11]=1, predict the reactants needed to synthesize it. The reactants are: [OH:1][CH2:2][C@@H:3]1[N:7]([CH3:8])[C:6](=[O:9])[CH2:5][C@@H:4]1[C:10]1[CH:15]=[CH:14][CH:13]=[CH:12][CH:11]=1.C1C=CC(P(C2C=CC=CC=2)C2C=CC=CC=2)=CC=1.[Cl:35][C:36]1[CH:37]=[C:38](O)[CH:39]=[CH:40][CH:41]=1.CC(OC(/N=N/C(OC(C)C)=O)=O)C. (2) Given the product [OH:46][C@H:33]([C:34]1[CH:39]=[CH:38][C:37]([OH:40])=[C:36]([NH:24][S:21]([CH3:18])(=[O:22])=[O:48])[CH:35]=1)[CH2:32][NH:31][CH2:30][CH:27]1[CH2:28][CH2:29][N:24]([S:21]([C:18]2[CH:17]=[CH:16][C:15]([N:8]3[C:9]4[C:14](=[CH:13][CH:12]=[CH:11][CH:10]=4)[C:6]([CH2:5][C:4]([OH:3])=[O:47])=[CH:7]3)=[CH:20][CH:19]=2)(=[O:22])=[O:23])[CH2:25][CH2:26]1, predict the reactants needed to synthesize it. The reactants are: C([O:3][C:4](=[O:47])[CH2:5][C:6]1[C:14]2[C:9](=[CH:10][CH:11]=[CH:12][CH:13]=2)[N:8]([C:15]2[CH:20]=[CH:19][C:18]([S:21]([N:24]3[CH2:29][CH2:28][CH:27]([CH2:30][NH:31][CH2:32][C@H:33]([OH:46])[C:34]4[CH:39]=[CH:38][C:37]([OH:40])=[C:36](S(C)(=O)=O)[C:35]=4N)[CH2:26][CH2:25]3)(=[O:23])=[O:22])=[CH:17][CH:16]=2)[CH:7]=1)C.[OH-:48].[Na+].Cl. (3) Given the product [Cl:1][C:2]1[C:3]([C:17]2[C:22]([Cl:23])=[CH:21][N:20]=[C:19]([NH2:26])[CH:18]=2)=[N:4][C:5]([NH:9][CH2:10][CH:11]2[CH2:16][CH2:15][O:14][CH2:13][CH2:12]2)=[C:6]([Cl:8])[CH:7]=1, predict the reactants needed to synthesize it. The reactants are: [Cl:1][C:2]1[C:3]([C:17]2[C:22]([Cl:23])=[CH:21][N:20]=[C:19](F)[CH:18]=2)=[N:4][C:5]([NH:9][CH2:10][CH:11]2[CH2:16][CH2:15][O:14][CH2:13][CH2:12]2)=[C:6]([Cl:8])[CH:7]=1.[OH-].[NH4+:26]. (4) Given the product [CH2:29]([N:18]1[C:19]2[C:24](=[CH:23][C:22]([C:25]([F:27])([F:26])[F:28])=[CH:21][CH:20]=2)[C:16]([NH:15][CH2:14][C:13]([NH:12][CH:10]2[CH2:9][N:8]([CH:36]3[CH2:35][CH2:34][C:33]([OH:32])([C:40]4[S:44][CH:43]=[N:42][CH:41]=4)[CH2:38][CH2:37]3)[CH2:11]2)=[O:31])=[N:17]1)[CH3:30], predict the reactants needed to synthesize it. The reactants are: OC(C(F)(F)F)=O.[NH:8]1[CH2:11][CH:10]([NH:12][C:13](=[O:31])[CH2:14][NH:15][C:16]2[C:24]3[C:19](=[CH:20][CH:21]=[C:22]([C:25]([F:28])([F:27])[F:26])[CH:23]=3)[N:18]([CH2:29][CH3:30])[N:17]=2)[CH2:9]1.[OH:32][C:33]1([C:40]2[S:44][CH:43]=[N:42][CH:41]=2)[CH2:38][CH2:37][C:36](=O)[CH2:35][CH2:34]1.